Task: Predict the reaction yield, written as a fraction of the theoretical maximum amount of product (1.0 means a 100% yield; for example, 0.34 means a 34% yield).. Dataset: Reaction yield outcomes from USPTO patents with 853,638 reactions (1) The reactants are [NH2:1][C@:2]1([CH3:32])[C@H:6]([O:7]CC2C=CC=CC=2)[C@@H:5]([CH2:15][O:16]CC2C=CC=CC=2)[O:4][C@H:3]1[N:24]1[CH:29]=[CH:28][C:27](=[O:30])[NH:26][C:25]1=[O:31].Cl. The product is [NH2:1][C@:2]1([CH3:32])[C@H:6]([OH:7])[C@@H:5]([CH2:15][OH:16])[O:4][C@H:3]1[N:24]1[CH:29]=[CH:28][C:27](=[O:30])[NH:26][C:25]1=[O:31]. The catalyst is CO.[OH-].[OH-].[Pd+2]. The yield is 0.680. (2) The reactants are COC([N:5]1[C:13]2[C:8](=[C:9]([NH:14][C:15]([O:17]N3C(=O)CCC3=O)=O)[CH:10]=[CH:11][CH:12]=2)[CH:7]=[N:6]1)=O.[N:25]1([C:31]2[CH:39]=[CH:38][CH:37]=[C:36]3[C:32]=2[CH2:33][CH2:34][CH:35]3[NH2:40])[CH2:30][CH2:29][CH2:28][CH2:27][CH2:26]1.CCN(C(C)C)C(C)C.CO. The catalyst is CN(C=O)C.O. The product is [NH:5]1[C:13]2[C:8](=[C:9]([NH:14][C:15]([NH:40][CH:35]3[C:36]4[C:32](=[C:31]([N:25]5[CH2:26][CH2:27][CH2:28][CH2:29][CH2:30]5)[CH:39]=[CH:38][CH:37]=4)[CH2:33][CH2:34]3)=[O:17])[CH:10]=[CH:11][CH:12]=2)[CH:7]=[N:6]1. The yield is 0.930.